This data is from Peptide-MHC class II binding affinity with 134,281 pairs from IEDB. The task is: Regression. Given a peptide amino acid sequence and an MHC pseudo amino acid sequence, predict their binding affinity value. This is MHC class II binding data. The peptide sequence is QRRFGGTVIRNPLSR. The MHC is HLA-DQA10501-DQB10302 with pseudo-sequence HLA-DQA10501-DQB10302. The binding affinity (normalized) is 0.322.